Dataset: Peptide-MHC class I binding affinity with 185,985 pairs from IEDB/IMGT. Task: Regression. Given a peptide amino acid sequence and an MHC pseudo amino acid sequence, predict their binding affinity value. This is MHC class I binding data. The peptide sequence is QQPQNGQFI. The MHC is H-2-Kb with pseudo-sequence H-2-Kb. The binding affinity (normalized) is 0.0352.